This data is from Forward reaction prediction with 1.9M reactions from USPTO patents (1976-2016). The task is: Predict the product of the given reaction. (1) Given the reactants Cl.[Cl:2][CH2:3][C:4]1[CH:13]=[CH:12][C:11]2[C:6](=[CH:7][CH:8]=[CH:9][CH:10]=2)[N:5]=1.C(=O)([O-])O.[Na+], predict the reaction product. The product is: [Cl:2][CH2:3][C:4]1[CH:13]=[CH:12][C:11]2[C:6](=[CH:7][CH:8]=[CH:9][CH:10]=2)[N:5]=1. (2) Given the reactants [CH:1]1[C:2]([CH2:10][C@@H:11]([NH2:28])[CH2:12][C:13]([N:15]2[CH2:27][C:19]3=[N:20][N:21]=[C:22]([C:23]([F:26])([F:25])[F:24])[N:18]3[CH2:17][CH2:16]2)=[O:14])=[C:3]([F:9])[CH:4]=[C:5]([F:8])[C:6]=1[F:7].[C:29]([OH:39])(=[O:38])[C@H:30]([C:32]1[CH:37]=[CH:36][CH:35]=[CH:34][CH:33]=1)[OH:31], predict the reaction product. The product is: [CH:1]1[C:2]([CH2:10][C@@H:11]([NH2:28])[CH2:12][C:13]([N:15]2[CH2:27][C:19]3=[N:20][N:21]=[C:22]([C:23]([F:26])([F:25])[F:24])[N:18]3[CH2:17][CH2:16]2)=[O:14])=[C:3]([F:9])[CH:4]=[C:5]([F:8])[C:6]=1[F:7].[C:29]([O-:39])(=[O:38])[C@H:30]([C:32]1[CH:37]=[CH:36][CH:35]=[CH:34][CH:33]=1)[OH:31]. (3) Given the reactants C([O:3][C:4]([C:6]1[C:7]2[CH:22]=[CH:21][C:20]([C:23]3[CH:28]=[CH:27][C:26]([F:29])=[CH:25][CH:24]=3)=[CH:19][C:8]=2[S:9][C:10]=1[NH:11][C:12]([O:14][C:15]([CH3:18])([CH3:17])[CH3:16])=[O:13])=[O:5])C.[OH-].[K+], predict the reaction product. The product is: [C:15]([O:14][C:12]([NH:11][C:10]1[S:9][C:8]2[CH:19]=[C:20]([C:23]3[CH:28]=[CH:27][C:26]([F:29])=[CH:25][CH:24]=3)[CH:21]=[CH:22][C:7]=2[C:6]=1[C:4]([OH:5])=[O:3])=[O:13])([CH3:18])([CH3:16])[CH3:17]. (4) The product is: [CH3:1][C:2]1([CH3:9])[O:6][CH:5]([CH2:7][NH:8][S:17]([CH3:16])(=[O:19])=[O:18])[CH2:4][O:3]1. Given the reactants [CH3:1][C:2]1([CH3:9])[O:6][CH:5]([CH2:7][NH2:8])[CH2:4][O:3]1.N1C=CC=CC=1.[CH3:16][S:17](Cl)(=[O:19])=[O:18], predict the reaction product. (5) Given the reactants C(O[C:4]([C:6]1([CH2:13][CH2:14]OC)[CH2:11][CH2:10][CH:9]([OH:12])[CH2:8][CH2:7]1)=[O:5])C.[CH:17]([O:20][C:21]1[CH:26]=[CH:25][C:24]([NH2:27])=[CH:23][CH:22]=1)([CH3:19])[CH3:18], predict the reaction product. The product is: [OH:12][CH:9]1[CH2:8][CH2:7][C:6]2([C:4](=[O:5])[N:27]([C:24]3[CH:23]=[CH:22][C:21]([O:20][CH:17]([CH3:19])[CH3:18])=[CH:26][CH:25]=3)[CH2:14][CH2:13]2)[CH2:11][CH2:10]1. (6) Given the reactants Cl[C:2]1[C:3]2[CH:10]=[C:9]([C:11]3[CH2:20][CH2:19][C:14]4([O:18][CH2:17][CH2:16][O:15]4)[CH2:13][CH:12]=3)[NH:8][C:4]=2[N:5]=[CH:6][N:7]=1.BrC1NC2N=CN=C([C:30]3[C:31]([CH3:49])=[C:32]([NH:36][C:37](=[O:48])[C:38]4[CH:43]=[CH:42][C:41]([C:44]([CH3:47])([CH3:46])[CH3:45])=[CH:40][CH:39]=4)[CH:33]=[CH:34][CH:35]=3)C=2C=1, predict the reaction product. The product is: [C:44]([C:41]1[CH:42]=[CH:43][C:38]([C:37]([NH:36][C:32]2[CH:33]=[CH:34][CH:35]=[C:30]([C:2]3[C:3]4[CH:10]=[C:9]([C:11]5[CH2:20][CH2:19][C:14]6([O:18][CH2:17][CH2:16][O:15]6)[CH2:13][CH:12]=5)[NH:8][C:4]=4[N:5]=[CH:6][N:7]=3)[C:31]=2[CH3:49])=[O:48])=[CH:39][CH:40]=1)([CH3:47])([CH3:45])[CH3:46]. (7) The product is: [Cl:3][C:4]1[CH:9]=[CH:8][C:7]([C:10]([NH:12][C@@H:13]([CH:18]2[CH2:23][CH2:22][CH2:21][CH2:20][CH2:19]2)[C:14]([OH:16])=[O:15])=[O:11])=[C:6]([NH:24][C:25]([NH:27][C:28]2[C:33]([CH3:34])=[CH:32][CH:31]=[CH:30][C:29]=2[CH3:35])=[O:26])[CH:5]=1. Given the reactants [OH-].[Li+].[Cl:3][C:4]1[CH:9]=[CH:8][C:7]([C:10]([NH:12][C@@H:13]([CH:18]2[CH2:23][CH2:22][CH2:21][CH2:20][CH2:19]2)[C:14]([O:16]C)=[O:15])=[O:11])=[C:6]([NH:24][C:25]([NH:27][C:28]2[C:33]([CH3:34])=[CH:32][CH:31]=[CH:30][C:29]=2[CH3:35])=[O:26])[CH:5]=1.CO.Cl, predict the reaction product.